Dataset: Forward reaction prediction with 1.9M reactions from USPTO patents (1976-2016). Task: Predict the product of the given reaction. (1) Given the reactants [Br-].[Br:2][CH2:3][CH2:4][CH2:5][CH2:6][CH2:7][C@H:8]1[CH2:13][CH2:12][C@H:11]([NH3+:14])[CH2:10][CH2:9]1.[F:15][C:16]([F:28])([F:27])[C:17]1[CH:22]=[CH:21][C:20]([S:23](Cl)(=[O:25])=[O:24])=[CH:19][CH:18]=1, predict the reaction product. The product is: [Br:2][CH2:3][CH2:4][CH2:5][CH2:6][CH2:7][C@H:8]1[CH2:9][CH2:10][C@H:11]([NH:14][S:23]([C:20]2[CH:19]=[CH:18][C:17]([C:16]([F:15])([F:27])[F:28])=[CH:22][CH:21]=2)(=[O:25])=[O:24])[CH2:12][CH2:13]1. (2) Given the reactants [F:1][C:2]1[CH:10]=[C:9]([C:11]2[N:15]=[C:14]([C:16]3[CH:21]=[CH:20][C:19]([C:22]4[CH:27]=[CH:26][CH:25]=[CH:24][C:23]=4[CH3:28])=[C:18]([CH2:29][O:30][CH3:31])[CH:17]=3)[O:13][N:12]=2)[C:8]([F:32])=[CH:7][C:3]=1[C:4]([OH:6])=[O:5].[CH3:33][O:34][C:35](=[O:39])[CH2:36][CH2:37][NH2:38], predict the reaction product. The product is: [F:1][C:2]1[CH:10]=[C:9]([C:11]2[N:15]=[C:14]([C:16]3[CH:21]=[CH:20][C:19]([C:22]4[CH:27]=[CH:26][CH:25]=[CH:24][C:23]=4[CH3:28])=[C:18]([CH2:29][O:30][CH3:31])[CH:17]=3)[O:13][N:12]=2)[C:8]([F:32])=[CH:7][C:3]=1[C:4]([NH:38][CH2:37][CH2:36][C:35]([O:34][CH3:33])=[O:39])=[O:5].[F:1][C:2]1[CH:10]=[C:9]([C:11]2[N:15]=[C:14]([C:16]3[CH:21]=[CH:20][C:19]([C:22]4[CH:27]=[CH:26][CH:25]=[CH:24][C:23]=4[CH3:28])=[C:18]([CH2:29][O:30][CH3:31])[CH:17]=3)[O:13][N:12]=2)[C:8]([F:32])=[CH:7][C:3]=1[C:4]([NH:38][CH2:37][CH2:36][C:35]([OH:39])=[O:34])=[O:6]. (3) Given the reactants [C:1]([O:5][C:6](=[O:18])[NH:7][C:8]1[CH:13]=[CH:12][C:11]([F:14])=[CH:10][C:9]=1[N+:15]([O-])=O)([CH3:4])([CH3:3])[CH3:2], predict the reaction product. The product is: [C:1]([O:5][C:6](=[O:18])[NH:7][C:8]1[CH:13]=[CH:12][C:11]([F:14])=[CH:10][C:9]=1[NH2:15])([CH3:4])([CH3:2])[CH3:3].